From a dataset of Antibody developability classification from SAbDab with 2,409 antibodies. Regression/Classification. Given an antibody's heavy chain and light chain sequences, predict its developability. TAP uses regression for 5 developability metrics; SAbDab uses binary classification. (1) The antibody is ['QVKLQQSGPGLVKPSQSLSLTCTVTGYSITSDYAWNWIRQFPGNKLEWMAYISYSGSTTYNPSLKSRISITRDTSKNQFFLQLNSVTTEDTAIYYCARGGTGFDYWGAGTTLTVSA', 'DIVLTQSPKSMSMSVGEKVTLSCKASENVDTYVSWYQQRPEQPPALLIYGASNRYTGVPDRFTGSGSATDFTLTISSVQAEDLADYHCGQSYSYPLTFGGGTKLELK']. Result: 0 (not developable). (2) The antibody is ['QVQLKESGPGLVAPSQSLSITCTVSGFSLTGYGVNWVRQPPGKGLEWLGMIWGDGSTDYNSALKSRLNISKDKSKSQVFLRMYSLQTDDTARYYCARDYGPYWGQGTLVTVS', 'QAVVTQESALTTSPGETVTLTCRSSTGAVTTSNYANWVQEKPDHLFTGLIGGTKHRTPGAPARFSGSLIGDKAALTITGAQTEDEAIYFCALWYSNHWVFGGGTKLTVL']. Result: 0 (not developable). (3) The antibody is ['EVLLQQSGPELVKPGASVRITCKASGYTFTDFNMDWVKQSPGKSLEWIGDFNPNSGGSIYNQKFKDKATFTVDKSSSTAYMELRSLTFEDTAVYYCARETGTAWFAYWGQGTLVTVSA', 'DIQMTQSPASLSASVGETVTITCRASGNIHNFLAWYQQKQGKSPQVLVYNAKTLADGVPSRFSGSGSGTQYSLKINSLQPEDFGSYYCQQFWSTPYTFGGGTKLEIN']. Result: 0 (not developable). (4) The antibody is ['QVQLVQSGAEVKKPGASVKVSCKASGYTFTGYYMHWVRQAPGQGLEWMGWINPNSGGTNYAQKFQGRVTMTRDTSISTAYMELSRLRSDDTAVYYCARGKNCDYNWDFQHWGQGTLVTVSS', 'EIVLTQSPATLSLSPGERATLSCRASQSVSSYLAWYQQKPGQAPRLLIYDASNRATGIPARFSGSGSGTDFTLTISSLEPEDFAVYYCQQYEFFGQGTKLEIK']. Result: 0 (not developable). (5) The antibody is ['EFQLQQSGPELVKPGASVKISCKASGYSFTDYNINWMKQSNGKSLEWIGVVIPKYGTTNYNQKFQGKATLTVDQSSSTAYIQLNSLTSEDSAVYYCTRFRDVFFDVWGTGTTVTVSS', 'QIVLSQSPAILSASPGEKVTMTCRASSSVNNMHWYQQKPGSSPKPWLHGTSNLASGVPVRFSGSGSGTSFSLTISRVEAEDAATYFCQQWSNHPPTFGGGTKLEID']. Result: 1 (developable). (6) The antibody is ['4kkl', 'PROT_46A007BA']. Result: 0 (not developable).